From a dataset of Full USPTO retrosynthesis dataset with 1.9M reactions from patents (1976-2016). Predict the reactants needed to synthesize the given product. (1) Given the product [Cl:22][C:23]1[CH:24]=[C:25]([CH:33]=[CH:34][CH:35]=1)[C:26]([NH:28][N:29]([C:19](=[O:21])/[CH:18]=[CH:17]/[C:10]1[C:11]2[C:16](=[CH:15][CH:14]=[CH:13][CH:12]=2)[N:8]([C:6]([O:5][C:1]([CH3:2])([CH3:3])[CH3:4])=[O:7])[CH:9]=1)[CH:30]([CH3:32])[CH3:31])=[O:27], predict the reactants needed to synthesize it. The reactants are: [C:1]([O:5][C:6]([N:8]1[C:16]2[C:11](=[CH:12][CH:13]=[CH:14][CH:15]=2)[C:10](/[CH:17]=[CH:18]/[C:19]([OH:21])=O)=[CH:9]1)=[O:7])([CH3:4])([CH3:3])[CH3:2].[Cl:22][C:23]1[CH:24]=[C:25]([CH:33]=[CH:34][CH:35]=1)[C:26]([NH:28][NH:29][CH:30]([CH3:32])[CH3:31])=[O:27].CN(C(ON1N=NC2C=CC=NC1=2)=[N+](C)C)C.F[P-](F)(F)(F)(F)F.C(N(CC)C(C)C)(C)C. (2) Given the product [CH2:1]([N:8]([CH:12]1[CH2:17][CH2:16][N:15]([C:19]2[CH:20]=[CH:21][C:22]([C:25]3[NH:34][C:33](=[O:35])[C:32]4[C:27](=[CH:28][C:29]([O:38][CH3:39])=[CH:30][C:31]=4[O:36][CH3:37])[N:26]=3)=[CH:23][N:24]=2)[CH2:14][CH2:13]1)[C:9](=[O:11])[CH3:10])[C:2]1[CH:3]=[CH:4][CH:5]=[CH:6][CH:7]=1, predict the reactants needed to synthesize it. The reactants are: [CH2:1]([N:8]([CH:12]1[CH2:17][CH2:16][NH:15][CH2:14][CH2:13]1)[C:9](=[O:11])[CH3:10])[C:2]1[CH:7]=[CH:6][CH:5]=[CH:4][CH:3]=1.Cl[C:19]1[N:24]=[CH:23][C:22]([C:25]2[NH:34][C:33](=[O:35])[C:32]3[C:27](=[CH:28][C:29]([O:38][CH3:39])=[CH:30][C:31]=3[O:36][CH3:37])[N:26]=2)=[CH:21][CH:20]=1.C([O-])([O-])=O.[K+].[K+]. (3) Given the product [NH2:43][C@H:26]([C:25]([OH:37])=[O:36])[CH2:27][C:2]1[CH:3]=[CH:5][C:7]([OH:8])=[CH:9][CH:11]=1, predict the reactants needed to synthesize it. The reactants are: O=[CH:2][C@@H:3]([C@H:5]([C@@H:7]([C@@H:9]([CH2:11]O)O)[OH:8])O)O.OP([O-])(O)=O.[K+].[O-]S([O-])(=O)=O.[Mg+2].[C:25]([OH:37])(=[O:36])[CH2:26][C:27](CC(O)=O)(C(O)=O)O.CC1[N+:43](CC2C=NC(C)=NC=2N)=CSC=1CCO.Cl.[Cl-].